Dataset: Forward reaction prediction with 1.9M reactions from USPTO patents (1976-2016). Task: Predict the product of the given reaction. (1) Given the reactants [CH:1]([O:4][C:5]1[CH:13]=[CH:12][CH:11]=[C:10]2[C:6]=1[C:7]([NH2:14])=[N:8][NH:9]2)([CH3:3])[CH3:2].CC1(C)OC(=O)[CH:19]([C:23]([CH:25]2[CH2:30][CH2:29][N:28]([C:31]([O:33][C:34]([CH3:37])([CH3:36])[CH3:35])=[O:32])[CH2:27][CH2:26]2)=O)[C:18](=O)[O:17]1.P([O-])([O-])([O-])=O.[K+].[K+].[K+], predict the reaction product. The product is: [CH:1]([O:4][C:5]1[C:6]2[C:10]([CH:11]=[CH:12][CH:13]=1)=[N:9][N:8]1[C:23]([CH:25]3[CH2:30][CH2:29][N:28]([C:31]([O:33][C:34]([CH3:37])([CH3:36])[CH3:35])=[O:32])[CH2:27][CH2:26]3)=[CH:19][C:18](=[O:17])[NH:14][C:7]=21)([CH3:3])[CH3:2]. (2) Given the reactants [C:1]([C:4]1[N:9]=[N:8][C:7]([NH:10][C@@H:11]2[CH2:16][CH2:15][O:14][CH2:13][C@@H:12]2[NH:17]C(=O)OC(C)(C)C)=[CH:6][C:5]=1[NH:25][C:26]1[CH:31]=[CH:30][C:29]([CH:32]([CH3:34])[CH3:33])=[C:28]([O:35][CH3:36])[N:27]=1)(=[O:3])[NH2:2].FC(F)(F)C(O)=O, predict the reaction product. The product is: [NH2:17][C@@H:12]1[C@H:11]([NH:10][C:7]2[N:8]=[N:9][C:4]([C:1]([NH2:2])=[O:3])=[C:5]([NH:25][C:26]3[CH:31]=[CH:30][C:29]([CH:32]([CH3:34])[CH3:33])=[C:28]([O:35][CH3:36])[N:27]=3)[CH:6]=2)[CH2:16][CH2:15][O:14][CH2:13]1. (3) Given the reactants C(OC(=O)[NH:10][C@@H:11]1[CH2:16][CH2:15][CH2:14][CH2:13][C@H:12]1[CH2:17][N:18]([CH:20]1[CH2:29][CH2:28][C:27]2[C:22](=[CH:23][CH:24]=[C:25]([F:30])[CH:26]=2)[CH2:21]1)[CH3:19])C1C=CC=CC=1, predict the reaction product. The product is: [NH2:10][C@@H:11]1[CH2:16][CH2:15][CH2:14][CH2:13][C@H:12]1[CH2:17][N:18]([CH3:19])[CH:20]1[CH2:29][CH2:28][C:27]2[C:22](=[CH:23][CH:24]=[C:25]([F:30])[CH:26]=2)[CH2:21]1. (4) Given the reactants [F:1][C:2]1[CH:7]=[CH:6][C:5]([C:8]([F:11])([F:10])[F:9])=[CH:4][C:3]=1[NH:12][C:13]([NH:15][C:16]1[CH:17]=[C:18]([C:22]#[C:23][C:24]([NH2:26])=[O:25])[CH:19]=[CH:20][CH:21]=1)=[O:14].I[C:28]1[CH:33]=[CH:32][CH:31]=[CH:30][CH:29]=1.C(NCC)C.C(O)=O, predict the reaction product. The product is: [F:1][C:2]1[CH:7]=[CH:6][C:5]([C:8]([F:11])([F:9])[F:10])=[CH:4][C:3]=1[NH:12][C:13]([NH:15][C:16]1[CH:17]=[C:18](/[C:22](/[C:28]2[CH:33]=[CH:32][CH:31]=[CH:30][CH:29]=2)=[CH:23]\[C:24]([NH2:26])=[O:25])[CH:19]=[CH:20][CH:21]=1)=[O:14]. (5) Given the reactants [CH2:1]([N:3]1[C:7](=[NH:8])/[C:6](=[CH:9]/[C:10]2[CH:28]=[CH:27][C:13]([O:14][C:15]3[CH:22]=[CH:21][C:18]([C:19]#[N:20])=[CH:17][C:16]=3[C:23]([F:26])([F:25])[F:24])=[C:12]([O:29][CH3:30])[CH:11]=2)/[NH:5][C:4]1=[O:31])[CH3:2].[C:32](=O)([O-])[O-].[K+].[K+].IC.O, predict the reaction product. The product is: [CH2:1]([N:3]1[C:7](=[NH:8])/[C:6](=[CH:9]/[C:10]2[CH:28]=[CH:27][C:13]([O:14][C:15]3[CH:22]=[CH:21][C:18]([C:19]#[N:20])=[CH:17][C:16]=3[C:23]([F:26])([F:25])[F:24])=[C:12]([O:29][CH3:30])[CH:11]=2)/[N:5]([CH3:32])[C:4]1=[O:31])[CH3:2]. (6) Given the reactants [C:1]([O:8][CH3:9])(=[O:7])/[CH:2]=[CH:3]/[C:4]([OH:6])=[O:5].C(OC([N:17]1[CH2:22][CH2:21][N:20]([C:23](=[O:26])[CH2:24][Cl:25])[CH2:19][CH2:18]1)=O)(C)(C)C.Cl, predict the reaction product. The product is: [ClH:25].[C:1]([O:8][CH3:9])(=[O:7])/[CH:2]=[CH:3]/[C:4]([O:6][CH2:24][C:23](=[O:26])[N:20]1[CH2:19][CH2:18][NH:17][CH2:22][CH2:21]1)=[O:5]. (7) The product is: [Cl:37][C:38]1[N:43]=[C:42]([O:1][C:2]2[CH:36]=[CH:35][CH:34]=[CH:33][C:3]=2[CH2:4][NH:5][C:6]([NH:8][C:9]2[N:13]([C:14]3[CH:19]=[CH:18][C:17]([CH3:20])=[C:16]([O:21][CH2:22][C:23]4[CH:24]=[CH:25][CH:26]=[CH:27][CH:28]=4)[CH:15]=3)[N:12]=[C:11]([C:29]([CH3:32])([CH3:30])[CH3:31])[CH:10]=2)=[O:7])[CH:41]=[CH:40][N:39]=1. Given the reactants [OH:1][C:2]1[CH:36]=[CH:35][CH:34]=[CH:33][C:3]=1[CH2:4][NH:5][C:6]([NH:8][C:9]1[N:13]([C:14]2[CH:19]=[CH:18][C:17]([CH3:20])=[C:16]([O:21][CH2:22][C:23]3[CH:28]=[CH:27][CH:26]=[CH:25][CH:24]=3)[CH:15]=2)[N:12]=[C:11]([C:29]([CH3:32])([CH3:31])[CH3:30])[CH:10]=1)=[O:7].[Cl:37][C:38]1[N:43]=[C:42](Cl)[CH:41]=[CH:40][N:39]=1.[OH-].[Na+], predict the reaction product.